Dataset: Catalyst prediction with 721,799 reactions and 888 catalyst types from USPTO. Task: Predict which catalyst facilitates the given reaction. (1) Product: [C:32]([N:29]1[CH2:30][CH2:31][CH:26]([NH:25][C:2]2[N:7]=[CH:6][N:5]=[C:4]([C:8]([NH:10][CH2:11][C@H:12]([OH:24])[CH2:13][N:14]3[CH2:23][CH2:22][C:21]4[C:16](=[CH:17][CH:18]=[CH:19][CH:20]=4)[CH2:15]3)=[O:9])[CH:3]=2)[CH2:27][CH2:28]1)(=[O:34])[CH3:33]. The catalyst class is: 41. Reactant: Cl[C:2]1[N:7]=[CH:6][N:5]=[C:4]([C:8]([NH:10][CH2:11][C@H:12]([OH:24])[CH2:13][N:14]2[CH2:23][CH2:22][C:21]3[C:16](=[CH:17][CH:18]=[CH:19][CH:20]=3)[CH2:15]2)=[O:9])[CH:3]=1.[NH2:25][CH:26]1[CH2:31][CH2:30][N:29]([C:32](=[O:34])[CH3:33])[CH2:28][CH2:27]1.CCN(CC)CC. (2) Reactant: [O:1]1[C@:3]2([CH2:8][CH2:7][CH2:6][CH2:5][C@H:4]2[N:9]2[C:13]([C:14]3[CH:19]=[CH:18][CH:17]=[CH:16][CH:15]=3)=[C:12]([C:20]([O:22]CC)=[O:21])[N:11]=[CH:10]2)[CH2:2]1.[CH3:25][O-:26].[Na+].O.Cl. The catalyst class is: 5. Product: [OH:1][C@@:3]1([CH2:2][O:26][CH3:25])[CH2:8][CH2:7][CH2:6][CH2:5][C@H:4]1[N:9]1[C:13]([C:14]2[CH:15]=[CH:16][CH:17]=[CH:18][CH:19]=2)=[C:12]([C:20]([OH:22])=[O:21])[N:11]=[CH:10]1.